This data is from Forward reaction prediction with 1.9M reactions from USPTO patents (1976-2016). The task is: Predict the product of the given reaction. Given the reactants C(OC(=O)[N:7]([CH2:28][C:29]1[CH:34]=[CH:33][CH:32]=[CH:31][CH:30]=1)[CH2:8][CH2:9][C:10]1[CH:15]=[CH:14][C:13]([NH:16][C:17]([NH:19][C:20]2[CH:25]=[N:24][C:23]([C:26]#[N:27])=[CH:22][N:21]=2)=[O:18])=[CH:12][CH:11]=1)(C)(C)C.Cl, predict the reaction product. The product is: [CH2:28]([NH:7][CH2:8][CH2:9][C:10]1[CH:11]=[CH:12][C:13]([NH:16][C:17]([NH:19][C:20]2[CH:25]=[N:24][C:23]([C:26]#[N:27])=[CH:22][N:21]=2)=[O:18])=[CH:14][CH:15]=1)[C:29]1[CH:30]=[CH:31][CH:32]=[CH:33][CH:34]=1.